From a dataset of NCI-60 drug combinations with 297,098 pairs across 59 cell lines. Regression. Given two drug SMILES strings and cell line genomic features, predict the synergy score measuring deviation from expected non-interaction effect. (1) Drug 1: C1CCN(CC1)CCOC2=CC=C(C=C2)C(=O)C3=C(SC4=C3C=CC(=C4)O)C5=CC=C(C=C5)O. Drug 2: CCN(CC)CCNC(=O)C1=C(NC(=C1C)C=C2C3=C(C=CC(=C3)F)NC2=O)C. Cell line: K-562. Synergy scores: CSS=17.0, Synergy_ZIP=6.43, Synergy_Bliss=9.69, Synergy_Loewe=8.50, Synergy_HSA=9.67. (2) Drug 1: C1CCC(C1)C(CC#N)N2C=C(C=N2)C3=C4C=CNC4=NC=N3. Drug 2: CN1C(=O)N2C=NC(=C2N=N1)C(=O)N. Cell line: UACC-257. Synergy scores: CSS=-9.39, Synergy_ZIP=3.82, Synergy_Bliss=-1.04, Synergy_Loewe=-4.81, Synergy_HSA=-6.22. (3) Drug 1: CC12CCC(CC1=CCC3C2CCC4(C3CC=C4C5=CN=CC=C5)C)O. Drug 2: CC1OCC2C(O1)C(C(C(O2)OC3C4COC(=O)C4C(C5=CC6=C(C=C35)OCO6)C7=CC(=C(C(=C7)OC)O)OC)O)O. Cell line: KM12. Synergy scores: CSS=37.5, Synergy_ZIP=5.46, Synergy_Bliss=4.87, Synergy_Loewe=5.60, Synergy_HSA=6.62.